This data is from Reaction yield outcomes from USPTO patents with 853,638 reactions. The task is: Predict the reaction yield, written as a fraction of the theoretical maximum amount of product (1.0 means a 100% yield; for example, 0.34 means a 34% yield). (1) The reactants are [F:1][C:2]1[CH:3]=[C:4]2[C:8](=[CH:9][CH:10]=1)[NH:7][C:6](=[O:11])[CH2:5]2.C[Si]([N-][Si](C)(C)C)(C)C.[Li+].[OH:22][CH2:23][CH2:24][O:25][CH2:26][CH2:27][N:28]1[CH2:33][CH2:32][N:31]([CH2:34][C:35]2[N:40]=[C:39]3[CH2:41][O:42][C:43](=O)[C:38]3=[CH:37][CH:36]=2)[CH2:30][CH2:29]1.Cl. The catalyst is C1COCC1. The product is [F:1][C:2]1[CH:3]=[C:4]2[C:8](=[CH:9][CH:10]=1)[NH:7][C:6](=[O:11])[C:5]2=[C:43]1[C:38]2[C:39](=[N:40][C:35]([CH2:34][N:31]3[CH2:32][CH2:33][N:28]([CH2:27][CH2:26][O:25][CH2:24][CH2:23][OH:22])[CH2:29][CH2:30]3)=[CH:36][CH:37]=2)[CH2:41][O:42]1. The yield is 0.200. (2) The reactants are [CH:1]1([C:7]2[C:15]3[C:10](=[CH:11][C:12]([C:16]([O:18][CH3:19])=[O:17])=[CH:13][CH:14]=3)[NH:9][CH:8]=2)[CH2:6][CH2:5][CH2:4][CH2:3][CH2:2]1.C1C=C[NH+]=CC=1.[Br:26][Br-]Br. The catalyst is C1COCC1.C(Cl)(Cl)Cl. The product is [Br:26][C:8]1[NH:9][C:10]2[C:15]([C:7]=1[CH:1]1[CH2:2][CH2:3][CH2:4][CH2:5][CH2:6]1)=[CH:14][CH:13]=[C:12]([C:16]([O:18][CH3:19])=[O:17])[CH:11]=2. The yield is 0.850. (3) The reactants are C[O:2][C:3](=[O:22])[CH:4]([C:11]1[CH:16]=[CH:15][C:14]([S:17]([CH3:20])(=[O:19])=[O:18])=[C:13]([Br:21])[CH:12]=1)[CH2:5][CH:6]1[CH2:10][CH2:9][CH2:8][CH2:7]1.[OH-].[Li+]. The catalyst is CO.O. The product is [Br:21][C:13]1[CH:12]=[C:11]([CH:4]([CH2:5][CH:6]2[CH2:10][CH2:9][CH2:8][CH2:7]2)[C:3]([OH:22])=[O:2])[CH:16]=[CH:15][C:14]=1[S:17]([CH3:20])(=[O:19])=[O:18]. The yield is 0.990. (4) The reactants are O(C1C=CC=CC=1)C1C=CC=CC=1.[CH3:14][O:15][C:16]1[CH:17]=[C:18]([NH:22][CH:23]=[C:24]2[C:29](=[O:30])OC(C)(C)OC2=O)[CH:19]=[CH:20][CH:21]=1. No catalyst specified. The product is [CH3:14][O:15][C:16]1[CH:17]=[C:18]2[C:19]([C:29]([OH:30])=[CH:24][CH:23]=[N:22]2)=[CH:20][CH:21]=1. The yield is 0.300.